This data is from Experimentally validated miRNA-target interactions with 360,000+ pairs, plus equal number of negative samples. The task is: Binary Classification. Given a miRNA mature sequence and a target amino acid sequence, predict their likelihood of interaction. (1) The miRNA is mmu-miR-466l-3p with sequence UAUAAAUACAUGCACACAUAUU. The protein sequence of the target gene is MTSEEMAASVLIPVTQRKVASAQSVAEERSVKVSDAGIPRARAGRQGALIPPTISQWNKHKEESSRSDLSKVFSIARGELVCDENSNEEGWEENAPDSPENHAMNGNSLVQSHQHQFPRSQLCEARDSVTEDPCLQPGIPSPLERKVLPGIQLEMEDSPMDVSPAGSQPRIMESSGPHSDRNTAVFHFHYEADRTMSDAFHTLSENLILDDCANCVTLPGGQQNKNCMAYACKLVELTRTCGSKNGQVQCEHCTSLRDEYLCFESSCSKADEVCSGGGFCEDGFAHGPAAKTFLNPLEDF.... Result: 1 (interaction). (2) The miRNA is hsa-miR-10b-5p with sequence UACCCUGUAGAACCGAAUUUGUG. The protein sequence of the target gene is MSLQKTPPTRVFVELVPWADRSRENNLASGRETLPGLRHPLSSTQAQTATREVQVSGTSEVSAGPDRAQVVVRVSSTKEAAAEAKKSVCRRLDYITQSLQQQGVQAENITVTKDFRRVENAYHMEAEVCITFTEFGKMQNICNFLVEKLDSSVVISPPQFYHTPGSVENLRRQACLVAVENAWRKAQEVCNLVGQTLGKPLLIKEEETKEWEGQIDDHQSSRLSSSLTVQQKIKSATIHAASKVFITFEVKGKEKRKKHL. Result: 0 (no interaction).